This data is from Reaction yield outcomes from USPTO patents with 853,638 reactions. The task is: Predict the reaction yield, written as a fraction of the theoretical maximum amount of product (1.0 means a 100% yield; for example, 0.34 means a 34% yield). (1) The reactants are Cl[C:2]1[C:11]2[C:6](=[CH:7][C:8]([Cl:12])=[CH:9][CH:10]=2)[N:5]=[CH:4][CH:3]=1.[NH2:13][CH2:14][C:15]([OH:17])=[O:16].C1(O)C=CC=CC=1. The catalyst is C(OCC)C. The product is [Cl:12][C:8]1[CH:7]=[C:6]2[C:11]([C:2]([NH:13][CH2:14][C:15]([OH:17])=[O:16])=[CH:3][CH:4]=[N:5]2)=[CH:10][CH:9]=1. The yield is 0.750. (2) The reactants are [C:1]([O:5][C:6]([NH:8][C:9]1[S:13][C:12]([C:14]2[CH:19]=[CH:18][CH:17]=[CH:16][CH:15]=2)=[N:11][C:10]=1[C:20]([O:22]CC)=[O:21])=[O:7])([CH3:4])([CH3:3])[CH3:2].O[Li].O.Cl. The catalyst is CO.O. The product is [C:1]([O:5][C:6]([NH:8][C:9]1[S:13][C:12]([C:14]2[CH:15]=[CH:16][CH:17]=[CH:18][CH:19]=2)=[N:11][C:10]=1[C:20]([OH:22])=[O:21])=[O:7])([CH3:4])([CH3:2])[CH3:3]. The yield is 0.680. (3) The reactants are Br[C:2]1[CH:3]=[C:4]2[C:9](=[CH:10][CH:11]=1)[CH:8]=[C:7]([C:12]1[C:25]3[C:26]4=[C:27]5[C:22](=[CH:23][CH:24]=3)[CH:21]=[CH:20][CH:19]=[C:18]5[CH:17]=[CH:16][C:15]4=[CH:14][CH:13]=1)[CH:6]=[CH:5]2.[CH3:28][C:29]1([CH3:63])[C:53]2[C:33]([CH:34]=[C:35]3[CH:52]=[C:51]4[C:38]([C:39]5[C:44]([C:45]6[C:50]4=[CH:49][CH:48]=[CH:47][CH:46]=6)=[CH:43][CH:42]=[CH:41][CH:40]=5)=[CH:37][C:36]3=2)=[CH:32][C:31](B2OC(C)(C)C(C)(C)O2)=[CH:30]1.C([O-])([O-])=O.[Na+].[Na+].CCO. The catalyst is C1C=CC([P]([Pd]([P](C2C=CC=CC=2)(C2C=CC=CC=2)C2C=CC=CC=2)([P](C2C=CC=CC=2)(C2C=CC=CC=2)C2C=CC=CC=2)[P](C2C=CC=CC=2)(C2C=CC=CC=2)C2C=CC=CC=2)(C2C=CC=CC=2)C2C=CC=CC=2)=CC=1.C1(C)C=CC=CC=1. The product is [CH3:63][C:29]1([CH3:28])[C:53]2[C:33]([CH:34]=[C:35]3[CH:52]=[C:51]4[C:38]([C:39]5[C:44]([C:45]6[C:50]4=[CH:49][CH:48]=[CH:47][CH:46]=6)=[CH:43][CH:42]=[CH:41][CH:40]=5)=[CH:37][C:36]3=2)=[CH:32][C:31]([C:2]2[CH:11]=[CH:10][C:9]3[C:4](=[CH:5][CH:6]=[C:7]([C:12]4[C:25]5[C:26]6=[C:27]7[C:22](=[CH:23][CH:24]=5)[CH:21]=[CH:20][CH:19]=[C:18]7[CH:17]=[CH:16][C:15]6=[CH:14][CH:13]=4)[CH:8]=3)[CH:3]=2)=[CH:30]1. The yield is 0.460. (4) The reactants are Br[C:2]1[CH:3]=[C:4]([CH:7]=[C:8]([O:10][CH2:11][C:12]2[CH:17]=[CH:16][C:15]([O:18][CH3:19])=[CH:14][CH:13]=2)[CH:9]=1)[C:5]#[N:6].[CH2:20]1[O:28][C:27]2[CH:26]=[CH:25][C:24](B(O)O)=[CH:23][C:22]=2[O:21]1.C(=O)([O-])[O-].[Na+].[Na+]. The catalyst is COCCOC.C(OCC)(=O)C.C1C=CC([P]([Pd]([P](C2C=CC=CC=2)(C2C=CC=CC=2)C2C=CC=CC=2)([P](C2C=CC=CC=2)(C2C=CC=CC=2)C2C=CC=CC=2)[P](C2C=CC=CC=2)(C2C=CC=CC=2)C2C=CC=CC=2)(C2C=CC=CC=2)C2C=CC=CC=2)=CC=1. The product is [O:21]1[C:22]2[CH:23]=[CH:24][C:25]([C:2]3[CH:3]=[C:4]([CH:7]=[C:8]([O:10][CH2:11][C:12]4[CH:17]=[CH:16][C:15]([O:18][CH3:19])=[CH:14][CH:13]=4)[CH:9]=3)[C:5]#[N:6])=[CH:26][C:27]=2[O:28][CH2:20]1. The yield is 0.890. (5) The reactants are [C:1]([NH:8][C@H:9]([C:11](N)=O)[CH3:10])([O:3][C:4]([CH3:7])([CH3:6])[CH3:5])=[O:2].F[B-](F)(F)F.C([O+](CC)CC)C.[F:26][C:27]1[CH:28]=[CH:29][C:30]([N+:40]([O-])=O)=[C:31]([NH:33][C:34]2[CH:39]=[CH:38][CH:37]=[CH:36][N:35]=2)[CH:32]=1. The catalyst is C(Cl)Cl. The product is [C:4]([O:3][C:1](=[O:2])[NH:8][C@H:9]([C:10]1[N:33]([C:34]2[CH:39]=[CH:38][CH:37]=[CH:36][N:35]=2)[C:31]2[CH:32]=[C:27]([F:26])[CH:28]=[CH:29][C:30]=2[N:40]=1)[CH3:11])([CH3:7])([CH3:6])[CH3:5]. The yield is 0.600. (6) The reactants are C1(P(C2C=CC=CC=2)C2C=CC=CC=2)C=CC=CC=1.C([NH:30][C@H:31]([C:33](O)=[O:34])[CH3:32])(OCC1C=CC=CC=1)=O.ClC(Cl)(Cl)C(Cl)(Cl)Cl.[NH2:44][C@H:45]([C:51]([OH:53])=[O:52])[CH2:46][CH2:47][C:48](=[O:50])[NH2:49].[OH-].[K+].S(=O)(=O)(O)O. The catalyst is ClCCl.O.O1CCCC1. The product is [NH2:30][C@H:31]([C:33]([NH:44][C@H:45]([C:51]([OH:53])=[O:52])[CH2:46][CH2:47][C:48](=[O:50])[NH2:49])=[O:34])[CH3:32]. The yield is 0.650. (7) The reactants are [F:1][C:2]1[C:7]([NH2:8])=[CH:6][CH:5]=[C:4]([F:9])[C:3]=1[NH:10][C:11]1[C:16]([C:17]2[N:25]=[CH:24][N:23]=[C:22]3[C:18]=2[N:19]=[CH:20][N:21]3[CH:26]2[CH2:31][CH2:30][CH2:29][CH2:28][O:27]2)=[CH:15][CH:14]=[CH:13][N:12]=1.[CH3:32][C:33]1[S:34][C:35]([S:39](Cl)(=[O:41])=[O:40])=[C:36]([CH3:38])[N:37]=1.N1C=CC=CC=1. The catalyst is ClCCl. The product is [F:1][C:2]1[C:3]([NH:10][C:11]2[C:16]([C:17]3[N:25]=[CH:24][N:23]=[C:22]4[C:18]=3[N:19]=[CH:20][N:21]4[CH:26]3[CH2:31][CH2:30][CH2:29][CH2:28][O:27]3)=[CH:15][CH:14]=[CH:13][N:12]=2)=[C:4]([F:9])[CH:5]=[CH:6][C:7]=1[NH:8][S:39]([C:35]1[S:34][C:33]([CH3:32])=[N:37][C:36]=1[CH3:38])(=[O:41])=[O:40]. The yield is 0.870.